From a dataset of NCI-60 drug combinations with 297,098 pairs across 59 cell lines. Regression. Given two drug SMILES strings and cell line genomic features, predict the synergy score measuring deviation from expected non-interaction effect. Drug 1: CC1C(C(CC(O1)OC2CC(CC3=C2C(=C4C(=C3O)C(=O)C5=C(C4=O)C(=CC=C5)OC)O)(C(=O)CO)O)N)O.Cl. Drug 2: CC1C(C(CC(O1)OC2CC(CC3=C2C(=C4C(=C3O)C(=O)C5=C(C4=O)C(=CC=C5)OC)O)(C(=O)C)O)N)O.Cl. Cell line: EKVX. Synergy scores: CSS=17.7, Synergy_ZIP=-6.06, Synergy_Bliss=-0.965, Synergy_Loewe=-4.74, Synergy_HSA=0.809.